This data is from Full USPTO retrosynthesis dataset with 1.9M reactions from patents (1976-2016). The task is: Predict the reactants needed to synthesize the given product. (1) Given the product [CH3:35][O:34][C:28]1[CH:27]=[C:26]2[C:31]([N:32]=[CH:33][C:24]([O:23][CH2:22][CH2:21][N:18]3[CH2:17][CH2:16][CH:15]([NH2:14])[CH2:20][CH2:19]3)=[N:25]2)=[CH:30][CH:29]=1, predict the reactants needed to synthesize it. The reactants are: FC(F)(F)C(O)=O.C(OC(=O)[NH:14][CH:15]1[CH2:20][CH2:19][N:18]([CH2:21][CH2:22][O:23][C:24]2[CH:33]=[N:32][C:31]3[C:26](=[CH:27][C:28]([O:34][CH3:35])=[CH:29][CH:30]=3)[N:25]=2)[CH2:17][CH2:16]1)(C)(C)C. (2) The reactants are: [C:1]([C:3]1[CH:4]=[C:5]([C:10](=[S:17])[NH:11][CH2:12][Si:13]([CH3:16])([CH3:15])[CH3:14])[CH:6]=[CH:7][C:8]=1[F:9])#[N:2].[C:18](=O)(O)O.[K].[K].IC. Given the product [CH3:18][S:17][C:10]([C:5]1[CH:6]=[CH:7][C:8]([F:9])=[C:3]([C:1]#[N:2])[CH:4]=1)=[N:11][CH2:12][Si:13]([CH3:14])([CH3:16])[CH3:15], predict the reactants needed to synthesize it.